This data is from Catalyst prediction with 721,799 reactions and 888 catalyst types from USPTO. The task is: Predict which catalyst facilitates the given reaction. (1) Reactant: [CH2:1]([Mg]Br)[CH3:2].COCN[C:9]([CH:11]1[CH2:14][N:13]([CH:15]([C:22]2[CH:27]=[CH:26][CH:25]=[CH:24][CH:23]=2)[C:16]2[CH:21]=[CH:20][CH:19]=[CH:18][CH:17]=2)[CH2:12]1)=[O:10].[Cl-].[NH4+]. Product: [CH:15]([N:13]1[CH2:14][CH:11]([C:9](=[O:10])[CH2:1][CH3:2])[CH2:12]1)([C:22]1[CH:27]=[CH:26][CH:25]=[CH:24][CH:23]=1)[C:16]1[CH:17]=[CH:18][CH:19]=[CH:20][CH:21]=1. The catalyst class is: 7. (2) Reactant: Cl.[NH2:2][C@H:3]([CH2:10][C:11]1[CH:16]=[CH:15][C:14]([C:17]2[CH:22]=[CH:21][CH:20]=[CH:19][CH:18]=2)=[CH:13][CH:12]=1)[CH2:4][C@@H:5]([CH3:9])[C:6]([OH:8])=[O:7].[C:23]([O:27][C:28](O[C:28]([O:27][C:23]([CH3:26])([CH3:25])[CH3:24])=[O:29])=[O:29])([CH3:26])([CH3:25])[CH3:24].C(=O)([O-])[O-].[K+].[K+].P(=O)(O)(O)O. Product: [C:14]1([C:17]2[CH:18]=[CH:19][CH:20]=[CH:21][CH:22]=2)[CH:13]=[CH:12][C:11]([CH2:10][C@@H:3]([NH:2][C:28]([O:27][C:23]([CH3:26])([CH3:25])[CH3:24])=[O:29])[CH2:4][C@@H:5]([CH3:9])[C:6]([OH:8])=[O:7])=[CH:16][CH:15]=1. The catalyst class is: 657. (3) Reactant: [F:1][C:2]1[CH:34]=[CH:33][CH:32]=[CH:31][C:3]=1[C:4]([NH:6][C:7]1[CH:12]=[CH:11][C:10]([C:13]([NH:15][NH:16][C:17]([NH:19][CH2:20][CH2:21][CH2:22][CH2:23][N:24]2[CH2:29][CH2:28][O:27][CH2:26][CH2:25]2)=S)=[O:14])=[C:9]([F:30])[CH:8]=1)=[O:5].Cl.CN(C)CCCN=C=NCC. The catalyst class is: 39. Product: [F:1][C:2]1[CH:34]=[CH:33][CH:32]=[CH:31][C:3]=1[C:4]([NH:6][C:7]1[CH:12]=[CH:11][C:10]([C:13]2[O:14][C:17]([NH:19][CH2:20][CH2:21][CH2:22][CH2:23][N:24]3[CH2:29][CH2:28][O:27][CH2:26][CH2:25]3)=[N:16][N:15]=2)=[C:9]([F:30])[CH:8]=1)=[O:5]. (4) Reactant: [CH3:1][O:2][C:3]1[CH:4]=[C:5]([C:12]2[CH:13]=[CH:14][C:15]3[N:16]([C:18]([C:21]4[CH:26]=[CH:25][CH:24]=[CH:23][C:22]=4[O:27][CH3:28])=[N:19][N:20]=3)[CH:17]=2)[CH:6]=[CH:7][C:8]=1[N+:9]([O-])=O.C([O-])(O)=O.[Na+]. Product: [NH2:9][C:8]1[CH:7]=[CH:6][C:5]([C:12]2[CH:13]=[CH:14][C:15]3[N:16]([C:18]([C:21]4[CH:26]=[CH:25][CH:24]=[CH:23][C:22]=4[O:27][CH3:28])=[N:19][N:20]=3)[CH:17]=2)=[CH:4][C:3]=1[O:2][CH3:1]. The catalyst class is: 5. (5) Product: [CH:21]1([N:1]2[CH2:2][CH2:3][CH:4]([CH2:7][CH:8]3[CH2:9][CH2:10][N:11]([C:14]([O:16][C:17]([CH3:20])([CH3:19])[CH3:18])=[O:15])[CH2:12][CH2:13]3)[CH2:5][CH2:6]2)[CH2:24][CH2:23][CH2:22]1. Reactant: [NH:1]1[CH2:6][CH2:5][CH:4]([CH2:7][CH:8]2[CH2:13][CH2:12][N:11]([C:14]([O:16][C:17]([CH3:20])([CH3:19])[CH3:18])=[O:15])[CH2:10][CH2:9]2)[CH2:3][CH2:2]1.[C:21]1(=O)[CH2:24][CH2:23][CH2:22]1.C(N(CC)CC)C.C(O[BH-](OC(=O)C)OC(=O)C)(=O)C.[Na+]. The catalyst class is: 2. (6) Reactant: C(OC(C)C)(=O)CCCCCCCCCCCCC.CC1CC[C@@H](C(C)=C)CC=1.[CH3:30]/[CH:31]=[C:32]1\[C@H:33]2[CH:40]=[C:39]([CH3:41])[CH2:38][C@@:37]\1([NH2:42])[C:36]1[CH:43]=[CH:44][C:45]([NH:47][C:35]=1[CH2:34]2)=[O:46].[P:48]([OH:52])([OH:51])([OH:50])=[O:49].[CH3:53][C:54]1[N:59]=[C:58]([CH3:60])[C:57]([CH3:61])=[N:56][C:55]=1[CH3:62]. Product: [CH3:30]/[CH:31]=[C:32]1\[C@H:33]2[CH:40]=[C:39]([CH3:41])[CH2:38][C@@:37]\1([NH2:42])[C:36]1[CH:43]=[CH:44][C:45]([NH:47][C:35]=1[CH2:34]2)=[O:46].[P:48]([OH:52])([OH:51])([OH:50])=[O:49].[CH3:53][C:54]1[N:59]=[C:58]([CH3:60])[C:57]([CH3:61])=[N:56][C:55]=1[CH3:62]. The catalyst class is: 6. (7) Reactant: [Cl:1][C:2]1[N:11]=[C:10]2[C:5]([CH:6]=[C:7]([C:16]([O:18]CC)=[O:17])[C:8]([C:12]([F:15])([F:14])[F:13])=[N:9]2)=[CH:4][CH:3]=1.O.O.[OH-].[Li+].Cl. Product: [Cl:1][C:2]1[N:11]=[C:10]2[C:5]([CH:6]=[C:7]([C:16]([OH:18])=[O:17])[C:8]([C:12]([F:15])([F:13])[F:14])=[N:9]2)=[CH:4][CH:3]=1. The catalyst class is: 41.